Predict the reaction yield, written as a fraction of the theoretical maximum amount of product (1.0 means a 100% yield; for example, 0.34 means a 34% yield). From a dataset of Reaction yield outcomes from USPTO patents with 853,638 reactions. (1) The catalyst is CN(C=O)C.O. The yield is 0.680. The product is [Br:8][C:14]1[CH:13]=[C:12]2[C:17](=[CH:16][CH:15]=1)[N:9]([C:22]([O:24][C:25]([CH3:28])([CH3:27])[CH3:26])=[O:23])[CH:10]([C:18]([O:20][CH3:21])=[O:19])[CH2:11]2. The reactants are C1C(=O)N([Br:8])C(=O)C1.[N:9]1([C:22]([O:24][C:25]([CH3:28])([CH3:27])[CH3:26])=[O:23])[C:17]2[C:12](=[CH:13][CH:14]=[CH:15][CH:16]=2)[CH2:11][CH:10]1[C:18]([O:20][CH3:21])=[O:19]. (2) The reactants are O[C:2]1[C:11]2[C:6](=[C:7]([C:13]([O:15][CH2:16][CH3:17])=[O:14])[CH:8]=[C:9]([I:12])[CH:10]=2)[N:5]=[CH:4][N:3]=1.F[P-](F)(F)(F)(F)F.N1(O[P+](N2CCCC2)(N2CCCC2)N2CCCC2)C2C=CC=CC=2N=N1.N1CCCN2CCCCCC=12.[CH3:62][O:63][C:64]1[CH:69]=[C:68]([O:70][CH3:71])[CH:67]=[CH:66][C:65]=1[CH2:72][NH2:73]. The catalyst is CC#N. The product is [CH3:62][O:63][C:64]1[CH:69]=[C:68]([O:70][CH3:71])[CH:67]=[CH:66][C:65]=1[CH2:72][NH:73][C:2]1[C:11]2[C:6](=[C:7]([C:13]([O:15][CH2:16][CH3:17])=[O:14])[CH:8]=[C:9]([I:12])[CH:10]=2)[N:5]=[CH:4][N:3]=1. The yield is 0.430. (3) The reactants are O[C:2]1[C:11]2[C:6](=[N:7][CH:8]=[CH:9][CH:10]=2)[N:5]([C:12]2[CH:17]=[CH:16][CH:15]=[CH:14][CH:13]=2)[C:4](=[O:18])[C:3]=1[C:19](=O)[CH2:20][C:21]1[CH:26]=[CH:25][C:24]([O:27][CH3:28])=[CH:23][C:22]=1[O:29][CH3:30].O.[NH2:33][NH2:34]. The catalyst is CN(C=O)C. The product is [CH3:30][O:29][C:22]1[CH:23]=[C:24]([O:27][CH3:28])[CH:25]=[CH:26][C:21]=1[CH2:20][C:19]1[C:3]2[C:4](=[O:18])[N:5]([C:12]3[CH:13]=[CH:14][CH:15]=[CH:16][CH:17]=3)[C:6]3[N:7]=[CH:8][CH:9]=[CH:10][C:11]=3[C:2]=2[NH:34][N:33]=1. The yield is 0.870. (4) The reactants are [CH:1]1([C:4]2[N:5]=[C:6]([NH:9][C:10](=[O:16])[O:11][C:12]([CH3:15])([CH3:14])[CH3:13])[S:7][CH:8]=2)[CH2:3][CH2:2]1.C(#N)C.CC(O)=O.[Br:24]N1C(=O)CCC1=O. The catalyst is C([O-])(O)=O.[Na+]. The yield is 0.860. The product is [Br:24][C:8]1[S:7][C:6]([NH:9][C:10](=[O:16])[O:11][C:12]([CH3:13])([CH3:15])[CH3:14])=[N:5][C:4]=1[CH:1]1[CH2:2][CH2:3]1.